Dataset: Reaction yield outcomes from USPTO patents with 853,638 reactions. Task: Predict the reaction yield, written as a fraction of the theoretical maximum amount of product (1.0 means a 100% yield; for example, 0.34 means a 34% yield). (1) The reactants are CS(O[CH:6]([C:24]1[CH:29]=[CH:28][C:27]([Br:30])=[CH:26][CH:25]=1)[CH2:7][CH2:8][CH:9](OS(C)(=O)=O)[C:10]1[CH:15]=[CH:14][C:13]([N+:16]([O-:18])=[O:17])=[CH:12][CH:11]=1)(=O)=O.[C:31]([C:35]1[CH:41]=[CH:40][C:38]([NH2:39])=[CH:37][CH:36]=1)([CH3:34])([CH3:33])[CH3:32]. The catalyst is CN(C=O)C. The product is [Br:30][C:27]1[CH:28]=[CH:29][C:24]([CH:6]2[CH2:7][CH2:8][CH:9]([C:10]3[CH:15]=[CH:14][C:13]([N+:16]([O-:18])=[O:17])=[CH:12][CH:11]=3)[N:39]2[C:38]2[CH:40]=[CH:41][C:35]([C:31]([CH3:34])([CH3:33])[CH3:32])=[CH:36][CH:37]=2)=[CH:25][CH:26]=1. The yield is 0.500. (2) The reactants are [CH:1]1([C:7]2[C:8]3[CH:9]=[CH:10][C:11]([C:27]([O:29]C)=[O:28])=[CH:12][C:13]=3[N:14]3[C:21]=2[C:20]2[CH:22]=[CH:23][CH:24]=[CH:25][C:19]=2[O:18][CH2:17][C@@H:16]([OH:26])[CH2:15]3)[CH2:6][CH2:5][CH2:4][CH2:3][CH2:2]1.[OH-].[Na+].[Cl-].[CH2:34]([NH+:41]([CH3:45])[CH2:42][CH2:43][Cl:44])[C:35]1[CH:40]=[CH:39][CH:38]=[CH:37][CH:36]=1. The catalyst is C1(C)C=CC=CC=1.[Br-].C([N+](CCCC)(CCCC)CCCC)CCC. The product is [Cl-:44].[CH2:34]([NH+:41]([CH3:45])[CH2:42][CH2:43][O:26][C@H:16]1[CH2:15][N:14]2[C:13]3[CH:12]=[C:11]([C:27]([OH:29])=[O:28])[CH:10]=[CH:9][C:8]=3[C:7]([CH:1]3[CH2:6][CH2:5][CH2:4][CH2:3][CH2:2]3)=[C:21]2[C:20]2[CH:22]=[CH:23][CH:24]=[CH:25][C:19]=2[O:18][CH2:17]1)[C:35]1[CH:40]=[CH:39][CH:38]=[CH:37][CH:36]=1. The yield is 0.250. (3) The reactants are [OH-].[K+].C(=O)(OC)[O:4][C:5]1[CH:10]=[C:9]([N+:11]([O-:13])=[O:12])[C:8]([C:14]([CH3:17])([CH3:16])[CH3:15])=[CH:7][C:6]=1[Cl:18].Cl. The catalyst is CO. The product is [C:14]([C:8]1[C:9]([N+:11]([O-:13])=[O:12])=[CH:10][C:5]([OH:4])=[C:6]([Cl:18])[CH:7]=1)([CH3:17])([CH3:15])[CH3:16]. The yield is 0.680. (4) The reactants are [Si:1]([O:8][CH2:9][C@@H:10]([N:13]([CH2:21][CH:22]=[O:23])[C:14](=[O:20])[O:15][C:16]([CH3:19])([CH3:18])[CH3:17])[CH:11]=[CH2:12])([C:4]([CH3:7])([CH3:6])[CH3:5])([CH3:3])[CH3:2].[C:24]([O:28][CH3:29])(=[O:27])[CH:25]=[CH2:26].N12CCC(CC1)CC2. The catalyst is O.CO.C(OCC)(=O)C. The product is [C:16]([O:15][C:14]([N:13]([C@@H:10]([CH:11]=[CH2:12])[CH2:9][O:8][Si:1]([C:4]([CH3:7])([CH3:5])[CH3:6])([CH3:3])[CH3:2])[CH2:21][CH:22]([OH:23])[C:25](=[CH2:26])[C:24]([O:28][CH3:29])=[O:27])=[O:20])([CH3:19])([CH3:18])[CH3:17]. The yield is 0.800. (5) The reactants are [Si:1]([O:8][CH2:9][C@H:10]1[C@H:14]([O:15][CH:16]2[CH2:21][CH2:20][CH2:19][CH2:18][O:17]2)[CH2:13][C@H:12]([OH:22])[C@@H:11]1[CH2:23]/[CH:24]=[CH:25]\[CH2:26][CH2:27][CH2:28][C:29]([O:31][CH3:32])=[O:30])([C:4]([CH3:7])([CH3:6])[CH3:5])([CH3:3])[CH3:2]. The catalyst is C(OCC)(=O)C.[Pd]. The product is [Si:1]([O:8][CH2:9][C@H:10]1[C@H:14]([O:15][CH:16]2[CH2:21][CH2:20][CH2:19][CH2:18][O:17]2)[CH2:13][C@H:12]([OH:22])[C@@H:11]1[CH2:23][CH2:24][CH2:25][CH2:26][CH2:27][CH2:28][C:29]([O:31][CH3:32])=[O:30])([C:4]([CH3:7])([CH3:6])[CH3:5])([CH3:2])[CH3:3]. The yield is 0.997. (6) The catalyst is FC(F)(F)C(O)=O.O. The reactants are [CH3:1][C:2]1[N:7]=[C:6]([NH:8]/[C:9](/[NH:18]C(=O)OC(C)(C)C)=[N:10]/C(=O)OC(C)(C)C)[CH:5]=[CH:4][C:3]=1[S:26][CH3:27]. The product is [CH3:1][C:2]1[N:7]=[C:6]([NH:8][C:9]([NH2:18])=[NH:10])[CH:5]=[CH:4][C:3]=1[S:26][CH3:27]. The yield is 0.710.